Task: Predict which catalyst facilitates the given reaction.. Dataset: Catalyst prediction with 721,799 reactions and 888 catalyst types from USPTO (1) Reactant: [Li]CCCC.[Cl:6][C:7]1[CH:12]=[C:11]([F:13])[CH:10]=[C:9]([Cl:14])[C:8]=1[S:15][CH2:16][CH3:17].[C:18](=[O:20])=[O:19].[OH-].[Na+]. Product: [Cl:14][C:9]1[C:8]([S:15][CH2:16][CH3:17])=[C:7]([Cl:6])[CH:12]=[C:11]([F:13])[C:10]=1[C:18]([OH:20])=[O:19]. The catalyst class is: 1. (2) Reactant: [N+:1]([O-:4])(O)=[O:2].[Br:5][C:6]1[C:11]([O:12][CH3:13])=[CH:10][CH:9]=[C:8]([Br:14])[N:7]=1. Product: [Br:5][C:6]1[C:11]([O:12][CH3:13])=[CH:10][C:9]([N+:1]([O-:4])=[O:2])=[C:8]([Br:14])[N:7]=1. The catalyst class is: 65. (3) Reactant: [CH3:1][C:2]([CH3:6])([CH3:5])[C:3]#[N:4].[C:7]([Li:11])([CH3:10])([CH3:9])[CH3:8].CCCCC. Product: [CH3:1][C:2]([CH3:6])([C:3](=[N-:4])[C:7]([CH3:10])([CH3:9])[CH3:8])[CH3:5].[Li+:11]. The catalyst class is: 194. (4) Reactant: S(Cl)([Cl:3])=O.[CH3:5][C@@H:6]1[CH2:10][CH2:9][C@@H:8]([CH3:11])[N:7]1[CH2:12][C:13]1[CH:18]=[C:17]([CH2:19]O)[CH:16]=[CH:15][C:14]=1[C:21]1[CH:26]=[C:25]([O:27][CH3:28])[CH:24]=[CH:23][C:22]=1[F:29]. Product: [Cl:3][CH2:19][C:17]1[CH:16]=[CH:15][C:14]([C:21]2[CH:26]=[C:25]([O:27][CH3:28])[CH:24]=[CH:23][C:22]=2[F:29])=[C:13]([CH2:12][N:7]2[C@H:8]([CH3:11])[CH2:9][CH2:10][C@H:6]2[CH3:5])[CH:18]=1. The catalyst class is: 2.